Dataset: Peptide-MHC class II binding affinity with 134,281 pairs from IEDB. Task: Regression. Given a peptide amino acid sequence and an MHC pseudo amino acid sequence, predict their binding affinity value. This is MHC class II binding data. (1) The peptide sequence is WDFGSVGGVFTSVGKAVH. The MHC is DRB4_0101 with pseudo-sequence DRB4_0103. The binding affinity (normalized) is 0. (2) The peptide sequence is EKKYIAATQFEPLAA. The MHC is HLA-DQA10401-DQB10402 with pseudo-sequence HLA-DQA10401-DQB10402. The binding affinity (normalized) is 0.453. (3) The peptide sequence is AAATAGTRVYGAFAA. The MHC is HLA-DQA10501-DQB10301 with pseudo-sequence HLA-DQA10501-DQB10301. The binding affinity (normalized) is 0.624. (4) The peptide sequence is AHGIPKVPPGPNITA. The MHC is DRB1_1602 with pseudo-sequence DRB1_1602. The binding affinity (normalized) is 0.162. (5) The peptide sequence is AHARSYQTLSTQAAA. The MHC is DRB1_0802 with pseudo-sequence DRB1_0802. The binding affinity (normalized) is 0.565. (6) The peptide sequence is GQGKAVWGKNSCAKN. The MHC is DRB1_1101 with pseudo-sequence DRB1_1101. The binding affinity (normalized) is 0.219. (7) The peptide sequence is DEAHFLDPASIAARG. The MHC is DRB1_1101 with pseudo-sequence DRB1_1101. The binding affinity (normalized) is 0.275.